From a dataset of NCI-60 drug combinations with 297,098 pairs across 59 cell lines. Regression. Given two drug SMILES strings and cell line genomic features, predict the synergy score measuring deviation from expected non-interaction effect. Drug 1: C(=O)(N)NO. Drug 2: COC1=NC(=NC2=C1N=CN2C3C(C(C(O3)CO)O)O)N. Cell line: NCI-H460. Synergy scores: CSS=-0.0745, Synergy_ZIP=0.364, Synergy_Bliss=-0.298, Synergy_Loewe=-0.0187, Synergy_HSA=-1.76.